Dataset: Full USPTO retrosynthesis dataset with 1.9M reactions from patents (1976-2016). Task: Predict the reactants needed to synthesize the given product. Given the product [C:2]([C:4]1[CH:5]=[CH:6][C:7]([NH:10][C:11]([N:13]2[CH2:19][CH2:18][CH2:17][CH2:16][C:15]3[CH:20]=[CH:21][C:22]([CH:24]=[O:25])=[N:23][C:14]2=3)=[O:12])=[N:8][CH:9]=1)#[N:3], predict the reactants needed to synthesize it. The reactants are: Cl.[C:2]([C:4]1[CH:5]=[CH:6][C:7]([NH:10][C:11]([N:13]2[CH2:19][CH2:18][CH2:17][CH2:16][C:15]3[CH:20]=[CH:21][C:22]([CH:24](OC)[O:25]C)=[N:23][C:14]2=3)=[O:12])=[N:8][CH:9]=1)#[N:3].C([O-])(O)=O.[Na+].